From a dataset of Reaction yield outcomes from USPTO patents with 853,638 reactions. Predict the reaction yield, written as a fraction of the theoretical maximum amount of product (1.0 means a 100% yield; for example, 0.34 means a 34% yield). (1) The reactants are [CH2:1]([O:8][C:9]1[CH:28]=[CH:27][C:12]([C:13]([C@H:15]2[CH2:19][CH2:18][CH2:17][N:16]2[C:20]([O:22][C:23]([CH3:26])([CH3:25])[CH3:24])=[O:21])=O)=[CH:11][CH:10]=1)[C:2]1[CH:7]=[CH:6][CH:5]=[CH:4][CH:3]=1.C([O-])(=O)C.[NH4+].[B-]C#[N:36].[Na+]. The catalyst is CO. The product is [NH2:36][CH:13]([C:12]1[CH:27]=[CH:28][C:9]([O:8][CH2:1][C:2]2[CH:7]=[CH:6][CH:5]=[CH:4][CH:3]=2)=[CH:10][CH:11]=1)[C@H:15]1[CH2:19][CH2:18][CH2:17][N:16]1[C:20]([O:22][C:23]([CH3:26])([CH3:25])[CH3:24])=[O:21]. The yield is 1.00. (2) The reactants are [O:1]=[C:2]1[N:6]([CH2:7][C:8]2[N:9]=[C:10]([C:13]3[CH:14]=[N:15][CH:16]=[CH:17][CH:18]=3)[S:11][CH:12]=2)[C:5](=[O:19])[CH2:4][N:3]1[C@@H:20]([C@@H:28]([CH3:31])[CH2:29][CH3:30])[C:21]([O:23]C(C)(C)C)=[O:22].FC(F)(F)C(O)=O. The catalyst is ClCCl. The product is [O:1]=[C:2]1[N:6]([CH2:7][C:8]2[N:9]=[C:10]([C:13]3[CH:14]=[N:15][CH:16]=[CH:17][CH:18]=3)[S:11][CH:12]=2)[C:5](=[O:19])[CH2:4][N:3]1[C@@H:20]([C@@H:28]([CH3:31])[CH2:29][CH3:30])[C:21]([OH:23])=[O:22]. The yield is 0.900.